From a dataset of Forward reaction prediction with 1.9M reactions from USPTO patents (1976-2016). Predict the product of the given reaction. (1) Given the reactants F[B-](F)(F)F.[CH2:6]([S+](C1C=CC=CC=1)C1C=CC=CC=1)[CH3:7].[Li+].CC([N-]C(C)C)C.[CH3:29][O:30][C:31]1[CH:36]=[CH:35][C:34]([C@@H:37]2[N:41]3[C:42](=[O:45])[CH:43]=[CH:44][C@H:40]3[CH2:39][O:38]2)=[CH:33][CH:32]=1, predict the reaction product. The product is: [CH3:29][O:30][C:31]1[CH:32]=[CH:33][C:34]([C@@H:37]2[N:41]3[C:42](=[O:45])[C@@H:43]4[C@@H:6]([CH3:7])[C@@H:44]4[C@H:40]3[CH2:39][O:38]2)=[CH:35][CH:36]=1. (2) Given the reactants C([O:5][C:6](=[O:27])[C:7]1[CH:12]=[C:11]([CH3:13])[CH:10]=[CH:9][C:8]=1[NH:14][C:15]1[CH:16]=[N:17][C:18]([N:21]2[CH2:26][CH2:25][O:24][CH2:23][CH2:22]2)=[CH:19][CH:20]=1)(C)(C)C.C(O)(C(F)(F)F)=O, predict the reaction product. The product is: [CH3:13][C:11]1[CH:10]=[CH:9][C:8]([NH:14][C:15]2[CH:16]=[N:17][C:18]([N:21]3[CH2:26][CH2:25][O:24][CH2:23][CH2:22]3)=[CH:19][CH:20]=2)=[C:7]([CH:12]=1)[C:6]([OH:27])=[O:5]. (3) Given the reactants CN1C(C(OC)=O)CNC1=O.[CH3:12][N:13]1[CH:17]([C:18]([O:20][CH3:21])=[O:19])[CH2:16][N:15]([C:22]2[CH2:23][CH2:24][N:25]([C:28]([O:30][C:31]([CH3:34])([CH3:33])[CH3:32])=[O:29])[CH2:26][CH:27]=2)[C:14]1=[O:35], predict the reaction product. The product is: [CH3:12][N:13]1[CH:17]([C:18]([O:20][CH3:21])=[O:19])[CH2:16][N:15]([CH:22]2[CH2:23][CH2:24][N:25]([C:28]([O:30][C:31]([CH3:33])([CH3:32])[CH3:34])=[O:29])[CH2:26][CH2:27]2)[C:14]1=[O:35]. (4) Given the reactants Br[C:2]1[CH:7]=[CH:6][CH:5]=[CH:4][C:3]=1/[CH:8]=[CH:9]/[C:10]([O:12][CH2:13][CH3:14])=[O:11].[C:15]1([N:21]2[CH2:25][CH2:24][NH:23][C:22]2=[O:26])[CH:20]=[CH:19][CH:18]=[CH:17][CH:16]=1.[O-]P([O-])([O-])=O.[K+].[K+].[K+].CN[C@@H]1CCCC[C@H]1NC, predict the reaction product. The product is: [O:26]=[C:22]1[N:21]([C:15]2[CH:20]=[CH:19][CH:18]=[CH:17][CH:16]=2)[CH2:25][CH2:24][N:23]1[C:2]1[CH:7]=[CH:6][CH:5]=[CH:4][C:3]=1/[CH:8]=[CH:9]/[C:10]([O:12][CH2:13][CH3:14])=[O:11]. (5) The product is: [O:42]=[C:34]1[NH:35][C:36]2=[N:37][CH:38]=[CH:39][CH:40]=[C:41]2[C:33]21[CH2:32][C:29]1[CH:30]=[N:31][C:26]([NH:25][C:22](=[O:24])[CH2:21][N:3]3[C:4]4[C:9](=[CH:8][CH:7]=[CH:6][CH:5]=4)[C:10]4([CH2:15][CH2:14][N:13]([CH2:16][C:17]([F:18])([F:19])[F:20])[CH2:12][CH2:11]4)[C:2]3=[O:1])=[CH:27][C:28]=1[CH2:43]2. Given the reactants [O:1]=[C:2]1[C:10]2([CH2:15][CH2:14][N:13]([CH2:16][C:17]([F:20])([F:19])[F:18])[CH2:12][CH2:11]2)[C:9]2[C:4](=[CH:5][CH:6]=[CH:7][CH:8]=2)[N:3]1[CH2:21][C:22]([OH:24])=O.[NH2:25][C:26]1[N:31]=[CH:30][C:29]2[CH2:32][C:33]3([CH2:43][C:28]=2[CH:27]=1)[C:41]1[C:36](=[N:37][CH:38]=[CH:39][CH:40]=1)[NH:35][C:34]3=[O:42].C1CN(C(Cl)=[N+]2CCCC2)CC1.F[P-](F)(F)(F)(F)F.C(N(CC)C(C)C)(C)C, predict the reaction product. (6) Given the reactants [S:1]1[CH:5]=[CH:4][CH:3]=[C:2]1[C:6]([OH:8])=O.[Cl:9][C:10]1[CH:16]=[CH:15][C:13]([NH2:14])=[CH:12][CH:11]=1.CC[N:19]([CH:23]([CH3:25])C)[CH:20]([CH3:22])C.C(Cl)CCl.C1C=C[C:33]2N(O)N=[N:36][C:34]=2C=1, predict the reaction product. The product is: [Cl:9][C:10]1[CH:16]=[CH:15][C:13]([NH:14][C:6]([C:2]2[S:1][CH:5]=[CH:4][C:3]=2[NH:36][CH2:34][C:33]2[CH:22]=[CH:20][N:19]=[CH:23][CH:25]=2)=[O:8])=[CH:12][CH:11]=1. (7) Given the reactants C[O:2][C:3](=[O:24])[CH2:4][CH2:5][C:6]([C:8]1[CH:13]=[CH:12][C:11]([C:14]2[CH:19]=[CH:18][C:17]([O:20][CH3:21])=[CH:16][CH:15]=2)=[CH:10][C:9]=1[CH2:22][CH3:23])=[O:7].[OH-].[Na+].CC#N, predict the reaction product. The product is: [CH3:21][O:20][C:17]1[CH:16]=[CH:15][C:14]([C:11]2[CH:12]=[CH:13][C:8]([C:6](=[O:7])[CH2:5][CH2:4][C:3]([OH:24])=[O:2])=[C:9]([CH2:22][CH3:23])[CH:10]=2)=[CH:19][CH:18]=1. (8) Given the reactants Br[C:2]1[CH:7]=[CH:6][CH:5]=[CH:4][C:3]=1[C:8]1[N:9]([CH2:23][C:24]2[CH:29]=[CH:28][C:27]([C:30]([CH3:33])([CH3:32])[CH3:31])=[CH:26][CH:25]=2)[C:10](=[O:22])[C:11]([C:15]([NH:17][CH2:18][C:19]([OH:21])=[O:20])=[O:16])=[C:12]([OH:14])[N:13]=1.[F:34][C:35]([F:46])([F:45])[C:36]1[CH:41]=[CH:40][C:39](B(O)O)=[CH:38][CH:37]=1.C(=O)([O-])[O-].[Na+].[Na+].Cl, predict the reaction product. The product is: [CH3:33][C:30]([C:27]1[CH:26]=[CH:25][C:24]([CH2:23][N:9]2[C:10](=[O:22])[C:11]([C:15]([NH:17][CH2:18][C:19]([OH:21])=[O:20])=[O:16])=[C:12]([OH:14])[N:13]=[C:8]2[C:3]2[CH:4]=[CH:5][CH:6]=[CH:7][C:2]=2[C:39]2[CH:40]=[CH:41][C:36]([C:35]([F:46])([F:45])[F:34])=[CH:37][CH:38]=2)=[CH:29][CH:28]=1)([CH3:31])[CH3:32]. (9) The product is: [NH2:31][CH2:30][C:27]1[C:28](=[O:29])[N:23]([CH2:19][CH:20]([CH3:21])[CH3:22])[N:24]=[C:25]([C:42]2[CH:47]=[CH:46][C:45]([F:48])=[CH:44][C:43]=2[F:49])[CH:26]=1. Given the reactants C(C1C(=O)NN=C(C2C=CC(F)=CC=2F)C=1)(O)=O.[CH2:19]([N:23]1[C:28](=[O:29])[C:27]([CH2:30][N:31]2C(=O)C3=CC=CC=C3C2=O)=[CH:26][C:25]([C:42]2[CH:47]=[CH:46][C:45]([F:48])=[CH:44][C:43]=2[F:49])=[N:24]1)[CH:20]([CH3:22])[CH3:21], predict the reaction product.